Dataset: Peptide-MHC class I binding affinity with 185,985 pairs from IEDB/IMGT. Task: Regression. Given a peptide amino acid sequence and an MHC pseudo amino acid sequence, predict their binding affinity value. This is MHC class I binding data. (1) The peptide sequence is TRDHVNLVL. The MHC is HLA-A02:19 with pseudo-sequence HLA-A02:19. The binding affinity (normalized) is 0.0847. (2) The peptide sequence is QLRENAEDM. The MHC is HLA-B08:01 with pseudo-sequence HLA-B08:01. The binding affinity (normalized) is 0.207. (3) The peptide sequence is SCDDVVFGI. The MHC is HLA-A02:01 with pseudo-sequence HLA-A02:01. The binding affinity (normalized) is 0.202. (4) The peptide sequence is QKEEAAICGQMDLS. The MHC is HLA-B54:01 with pseudo-sequence HLA-B54:01. The binding affinity (normalized) is 0.0321. (5) The MHC is HLA-A68:02 with pseudo-sequence HLA-A68:02. The peptide sequence is TLLIGAVVSV. The binding affinity (normalized) is 0.189. (6) The peptide sequence is FHLRSRFAF. The MHC is HLA-A02:01 with pseudo-sequence HLA-A02:01. The binding affinity (normalized) is 0.0847. (7) The peptide sequence is TSSAYVFSVK. The MHC is HLA-A68:01 with pseudo-sequence HLA-A68:01. The binding affinity (normalized) is 0.683.